This data is from Experimentally validated miRNA-target interactions with 360,000+ pairs, plus equal number of negative samples. The task is: Binary Classification. Given a miRNA mature sequence and a target amino acid sequence, predict their likelihood of interaction. (1) The miRNA is mmu-miR-339-5p with sequence UCCCUGUCCUCCAGGAGCUCACG. The protein sequence of the target gene is MEQPRKAVVVTGFGPFGEHTVNASWIAVQELEKLGLGDSVDLHVYEIPVEYQTVQRLIPALWEKHSPQLVVHVGVSGMATTVTLEKCGHNKGYKGLDNCRFCPGSQCCVEDGPESIDSIIDMDAVCKRVTTLGLDVSVTISQDAGRYLCDFTYYTSLYQGRGRSAFVHVPPLGKPYNADQLGRALRAIIEEMLGVLEQAEGDISCCRQL. Result: 1 (interaction). (2) The miRNA is hsa-miR-6878-5p with sequence AGGGAGAAAGCUAGAAGCUGAAG. The protein sequence of the target gene is MNSYFTNPSLSCHLAGGQDVLPNVALNSTAYDPVRHFSTYGAAVAQNRIYSTPFYSPQENVVFSSSRGPYDYGSNSFYQEKDMLSNCRQNTLGHNTQTSIAQDFSSEQGRTAPQDQKASIQIYPWMQRMNSHSGVGYGADRRRGRQIYSRYQTLELEKEFHFNRYLTRRRRIEIANALCLTERQIKIWFQNRRMKWKKESNLTSTLSGGGGGATADSLGGKEEKREETEEEKQKE. Result: 1 (interaction). (3) The miRNA is hsa-miR-1270 with sequence CUGGAGAUAUGGAAGAGCUGUGU. The protein sequence of the target gene is MADVLDLHEAGGEDFAMDEDGDESIHKLKEKAKKRKGRGFGSEEGSRARMREDYDSVEQDGDEPGPQRSVEGWILFVTGVHEEATEEDIHDKFAEYGEIKNIHLNLDRRTGYLKGYTLVEYETYKEAQAAMEGLNGQDLMGQPISVDWCFVRGPPKGKRRGGRRRSRSPDRRRR. Result: 1 (interaction). (4) The miRNA is mmu-miR-320-3p with sequence AAAAGCUGGGUUGAGAGGGCGA. The protein sequence of the target gene is MNKLYIGNLSDHAGPADLESVFKDAKIPVAGPFLVKTGYAFVDCPDEGWALKAIEALSGKMELHGKPMEVEHSVPKRQRIRKLQIRNIPPHLQWEVLDSLLVQYGVVESCEQVNTDSETAVVNVTYSSKDQARQALDKLNGFQLENFTLKVAYIPDETAAQQNPSPQLRGRRGPGQRGSSRQASPGSVSKQKPCDLPLRLLVPTQFVGAIIGKEGATIRNITKQTQSKIDVHRKENTGAAEKSITILSTPEGTSAACKSILEIMHKEAQDIKFTEEIPLKILAHNNFVGRLIGKEGRNLK.... Result: 1 (interaction).